From a dataset of Reaction yield outcomes from USPTO patents with 853,638 reactions. Predict the reaction yield, written as a fraction of the theoretical maximum amount of product (1.0 means a 100% yield; for example, 0.34 means a 34% yield). The reactants are [CH2:1]([N:3]1[C:11]2[CH:10]=[C:9](C(O)=O)[N:8]=[CH:7][C:6]=2[CH:5]=[CH:4]1)[CH3:2].C([N:17]([CH2:20]C)CC)C.C1(P(N=[N+]=[N-])(C2C=CC=CC=2)=[O:29])C=CC=CC=1.[C:39]([OH:43])([CH3:42])([CH3:41])[CH3:40]. The catalyst is O1CCOCC1.[Cl-].[Na+].O. The product is [CH2:1]([N:3]1[C:11]2[CH:10]=[C:9]([NH:17][C:20](=[O:29])[O:43][C:39]([CH3:42])([CH3:41])[CH3:40])[N:8]=[CH:7][C:6]=2[CH:5]=[CH:4]1)[CH3:2]. The yield is 0.450.